Regression. Given a peptide amino acid sequence and an MHC pseudo amino acid sequence, predict their binding affinity value. This is MHC class I binding data. From a dataset of Peptide-MHC class I binding affinity with 185,985 pairs from IEDB/IMGT. (1) The peptide sequence is LRQGYRPV. The MHC is Mamu-B08 with pseudo-sequence Mamu-B08. The binding affinity (normalized) is 0.431. (2) The peptide sequence is KSLTTTMQFK. The MHC is HLA-B53:01 with pseudo-sequence HLA-B53:01. The binding affinity (normalized) is 0.0847.